Task: Regression. Given a peptide amino acid sequence and an MHC pseudo amino acid sequence, predict their binding affinity value. This is MHC class I binding data.. Dataset: Peptide-MHC class I binding affinity with 185,985 pairs from IEDB/IMGT (1) The peptide sequence is KDTPGGYCL. The MHC is HLA-B18:01 with pseudo-sequence HLA-B18:01. The binding affinity (normalized) is 0. (2) The peptide sequence is LMMNGTSAM. The MHC is BoLA-T2b with pseudo-sequence BoLA-T2b. The binding affinity (normalized) is 0.0641. (3) The peptide sequence is GRFQEALKK. The MHC is HLA-A29:02 with pseudo-sequence HLA-A29:02. The binding affinity (normalized) is 0.0847. (4) The peptide sequence is KEKGGLEGM. The MHC is HLA-A29:02 with pseudo-sequence HLA-A29:02. The binding affinity (normalized) is 0. (5) The peptide sequence is TPDWNNETW. The MHC is HLA-B54:01 with pseudo-sequence HLA-B54:01. The binding affinity (normalized) is 0.